Dataset: NCI-60 drug combinations with 297,098 pairs across 59 cell lines. Task: Regression. Given two drug SMILES strings and cell line genomic features, predict the synergy score measuring deviation from expected non-interaction effect. (1) Drug 1: C1CC(C1)(C(=O)O)C(=O)O.[NH2-].[NH2-].[Pt+2]. Drug 2: C1=CC=C(C(=C1)C(C2=CC=C(C=C2)Cl)C(Cl)Cl)Cl. Cell line: HCC-2998. Synergy scores: CSS=3.26, Synergy_ZIP=-4.82, Synergy_Bliss=-9.12, Synergy_Loewe=-12.4, Synergy_HSA=-9.48. (2) Drug 1: C1CC(=O)NC(=O)C1N2CC3=C(C2=O)C=CC=C3N. Drug 2: CC(C)CN1C=NC2=C1C3=CC=CC=C3N=C2N. Cell line: UACC-257. Synergy scores: CSS=-3.80, Synergy_ZIP=0.733, Synergy_Bliss=-3.04, Synergy_Loewe=-4.01, Synergy_HSA=-4.59. (3) Drug 1: CC12CCC(CC1=CCC3C2CCC4(C3CC=C4C5=CN=CC=C5)C)O. Drug 2: CN(C(=O)NC(C=O)C(C(C(CO)O)O)O)N=O. Cell line: NCI-H322M. Synergy scores: CSS=-7.55, Synergy_ZIP=0.140, Synergy_Bliss=-5.43, Synergy_Loewe=-6.71, Synergy_HSA=-6.38.